This data is from TCR-epitope binding with 47,182 pairs between 192 epitopes and 23,139 TCRs. The task is: Binary Classification. Given a T-cell receptor sequence (or CDR3 region) and an epitope sequence, predict whether binding occurs between them. (1) The epitope is SEISMDNSPNL. The TCR CDR3 sequence is CASRSGELFF. Result: 0 (the TCR does not bind to the epitope). (2) The epitope is YLQPRTFLL. The TCR CDR3 sequence is CAITDLNTGELFF. Result: 1 (the TCR binds to the epitope). (3) The epitope is SEVGPEHSLAEY. The TCR CDR3 sequence is CASSYSSGTEAFF. Result: 1 (the TCR binds to the epitope). (4) The epitope is AMFWSVPTV. The TCR CDR3 sequence is CASSFWGLSTEAFF. Result: 1 (the TCR binds to the epitope). (5) The epitope is IPIQASLPF. The TCR CDR3 sequence is CASRPTSGRSSDTQYF. Result: 1 (the TCR binds to the epitope). (6) The epitope is GTITSGWTF. The TCR CDR3 sequence is CASEDFKNIQYF. Result: 0 (the TCR does not bind to the epitope). (7) The epitope is FLLNKEMYL. The TCR CDR3 sequence is CATRSWEVVNEQFF. Result: 0 (the TCR does not bind to the epitope). (8) The epitope is KLNVGDYFV. The TCR CDR3 sequence is CSATTGNPGQPQHF. Result: 0 (the TCR does not bind to the epitope). (9) The epitope is KLSALGINAV. The TCR CDR3 sequence is CASSEGTAYEQYF. Result: 0 (the TCR does not bind to the epitope). (10) The epitope is HSKKKCDEL. The TCR CDR3 sequence is CASSLEIEAFF. Result: 0 (the TCR does not bind to the epitope).